The task is: Predict the reaction yield, written as a fraction of the theoretical maximum amount of product (1.0 means a 100% yield; for example, 0.34 means a 34% yield).. This data is from Reaction yield outcomes from USPTO patents with 853,638 reactions. (1) The reactants are [OH:1][C:2]1[CH:7]=[CH:6][C:5]([C:8](=[O:14])[CH2:9][CH2:10][CH2:11][CH2:12][CH3:13])=[CH:4][CH:3]=1.Br[CH:16]([CH2:22][CH2:23][CH2:24][CH2:25][CH2:26][CH2:27][CH2:28][CH3:29])[C:17]([O:19][CH2:20][CH3:21])=[O:18]. No catalyst specified. The product is [C:8]([C:5]1[CH:4]=[CH:3][C:2]([O:1][CH:16]([CH2:22][CH2:23][CH2:24][CH2:25][CH2:26][CH2:27][CH2:28][CH3:29])[C:17]([O:19][CH2:20][CH3:21])=[O:18])=[CH:7][CH:6]=1)(=[O:14])[CH2:9][CH2:10][CH2:11][CH2:12][CH3:13]. The yield is 0.800. (2) The reactants are [NH4+:1].[Cl-].C[Al](C)C.[Cl:7][C:8]1[CH:13]=[CH:12][C:11]([Cl:14])=[CH:10][C:9]=1[C:15]1([CH2:20][C:21]#[N:22])[CH2:19][CH2:18][CH2:17][CH2:16]1.C(OCC)(=O)C. The catalyst is C1(C)C=CC=CC=1.CCCCCC.C(Cl)(Cl)Cl. The product is [ClH:7].[Cl:7][C:8]1[CH:13]=[CH:12][C:11]([Cl:14])=[CH:10][C:9]=1[C:15]1([CH2:20][C:21]([NH2:1])=[NH:22])[CH2:19][CH2:18][CH2:17][CH2:16]1. The yield is 0.622.